From a dataset of Full USPTO retrosynthesis dataset with 1.9M reactions from patents (1976-2016). Predict the reactants needed to synthesize the given product. Given the product [CH3:19][C:15]1[N:13]=[C:11]([NH:10][C:3]2[C:2]([CH3:1])=[CH:7][C:6]([CH3:8])=[CH:5][C:4]=2[CH3:9])[S:12][C:16]=1[CH3:17], predict the reactants needed to synthesize it. The reactants are: [CH3:1][C:2]1[CH:7]=[C:6]([CH3:8])[CH:5]=[C:4]([CH3:9])[C:3]=1[NH:10][C:11]([NH2:13])=[S:12].Br[CH:15]([CH3:19])[C:16](=O)[CH3:17].